Dataset: Peptide-MHC class I binding affinity with 185,985 pairs from IEDB/IMGT. Task: Regression. Given a peptide amino acid sequence and an MHC pseudo amino acid sequence, predict their binding affinity value. This is MHC class I binding data. (1) The peptide sequence is LYLTQDLFL. The MHC is HLA-A30:02 with pseudo-sequence HLA-A30:02. The binding affinity (normalized) is 0. (2) The peptide sequence is SMTYLYNKY. The MHC is HLA-A68:02 with pseudo-sequence HLA-A68:02. The binding affinity (normalized) is 0.